From a dataset of Full USPTO retrosynthesis dataset with 1.9M reactions from patents (1976-2016). Predict the reactants needed to synthesize the given product. (1) Given the product [CH3:1][N:2]([CH3:7])[CH2:3][CH2:4][N:5]([CH3:6])[S:18]([C:14]1[CH:15]=[C:16]2[C:11](=[CH:12][CH:13]=1)[NH:10][C:9](=[O:8])[CH2:17]2)(=[O:19])=[O:20], predict the reactants needed to synthesize it. The reactants are: [CH3:1][N:2]([CH3:7])[CH2:3][CH2:4][NH:5][CH3:6].[O:8]=[C:9]1[CH2:17][C:16]2[C:11](=[CH:12][CH:13]=[C:14]([S:18](Cl)(=[O:20])=[O:19])[CH:15]=2)[NH:10]1. (2) Given the product [Si:1]([O:8][CH2:9][C@H:10]1[C@H:14]2[O:15][C:16]([CH3:19])([CH3:18])[O:17][C@H:13]2[C@H:12]([NH:20][C:22]2[N:23]=[C:24]([NH:29][C@@H:30]3[C:38]4[C:33](=[CH:34][CH:35]=[CH:36][CH:37]=4)[CH2:32][CH2:31]3)[N:25]=[C:26]([CH3:28])[N:27]=2)[CH2:11]1)([C:4]([CH3:7])([CH3:5])[CH3:6])([CH3:2])[CH3:3], predict the reactants needed to synthesize it. The reactants are: [Si:1]([O:8][CH2:9][C@@H:10]1[C@H:14]2[O:15][C:16]([CH3:19])([CH3:18])[O:17][C@H:13]2[C@H:12]([NH2:20])[CH2:11]1)([C:4]([CH3:7])([CH3:6])[CH3:5])([CH3:3])[CH3:2].Cl[C:22]1[N:27]=[C:26]([CH3:28])[N:25]=[C:24]([NH:29][C@@H:30]2[C:38]3[C:33](=[CH:34][CH:35]=[CH:36][CH:37]=3)[CH2:32][CH2:31]2)[N:23]=1.C(=O)([O-])[O-].[K+].[K+]. (3) Given the product [F:1][C:2]1[CH:9]=[C:8]([Br:10])[CH:7]=[CH:6][C:3]=1[CH:4]1[O:13][CH2:12][CH2:11][O:5]1, predict the reactants needed to synthesize it. The reactants are: [F:1][C:2]1[CH:9]=[C:8]([Br:10])[CH:7]=[CH:6][C:3]=1[CH:4]=[O:5].[CH2:11](O)[CH2:12][OH:13]. (4) Given the product [NH2:14][C:10]1[CH:11]=[C:12]([F:13])[C:7]([F:6])=[C:8]([C@:17]23[CH2:25][O:24][C@H:23]([CH2:26][F:27])[C@H:22]2[CH2:21][S:20][C:19]([NH:28][C:29](=[O:35])[O:30][C:31]([CH3:33])([CH3:34])[CH3:32])=[N:18]3)[CH:9]=1, predict the reactants needed to synthesize it. The reactants are: O.O.[Sn](Cl)Cl.[F:6][C:7]1[C:12]([F:13])=[CH:11][C:10]([N+:14]([O-])=O)=[CH:9][C:8]=1[C@:17]12[CH2:25][O:24][C@H:23]([CH2:26][F:27])[C@H:22]1[CH2:21][S:20][C:19]([NH:28][C:29](=[O:35])[O:30][C:31]([CH3:34])([CH3:33])[CH3:32])=[N:18]2.[OH-].[Na+]. (5) The reactants are: [CH3:1][O:2][CH2:3][O:4][C:5]1[CH:6]=[C:7]([CH2:15][OH:16])[CH:8]=[C:9]([O:11][CH2:12][O:13][CH3:14])[CH:10]=1.C1C(=O)N([Br:24])C(=O)C1. Given the product [Br:24][C:6]1[C:5]([O:4][CH2:3][O:2][CH3:1])=[CH:10][C:9]([O:11][CH2:12][O:13][CH3:14])=[CH:8][C:7]=1[CH2:15][OH:16], predict the reactants needed to synthesize it. (6) Given the product [N:31]1([C:19]2[N:20]=[C:21]([N:25]3[CH2:26][CH2:27][O:28][CH2:29][CH2:30]3)[C:22]3[CH:23]=[N:24][C:15]([C:13]4[CH:12]=[CH:11][C:10]([O:37][CH3:38])=[C:9]([CH2:8][OH:7])[CH:14]=4)=[CH:16][C:17]=3[N:18]=2)[CH2:36][CH2:35][O:34][CH2:33][CH2:32]1, predict the reactants needed to synthesize it. The reactants are: C([O:7][CH2:8][C:9]1[CH:14]=[C:13]([C:15]2[N:24]=[CH:23][C:22]3[C:21]([N:25]4[CH2:30][CH2:29][O:28][CH2:27][CH2:26]4)=[N:20][C:19]([N:31]4[CH2:36][CH2:35][O:34][CH2:33][CH2:32]4)=[N:18][C:17]=3[CH:16]=2)[CH:12]=[CH:11][C:10]=1[O:37][CH3:38])(=O)C(C)(C)C.[OH-].[K+]. (7) The reactants are: C(O[C:6]1([F:38])[C:33](CC=O)=[CH:32][C:31]([F:37])=[CH:30][CH:7]1[O:8][CH2:9][CH2:10][C@@H:11]1[CH2:13][C@@H:12]1[CH:14]1[CH2:19][CH2:18][N:17]([C:20]([O:22][CH2:23][C:24]2[CH:29]=[CH:28][CH:27]=[CH:26][CH:25]=2)=[O:21])[CH2:16][CH2:15]1)(C)(C)C.[C:39]([OH:45])([C:41](F)(F)F)=[O:40]. Given the product [CH2:23]([O:22][C:20]([N:17]1[CH2:16][CH2:15][CH:14]([C@H:12]2[CH2:13][C@H:11]2[CH2:10][CH2:9][O:8][C:7]2[C:6]([F:38])=[CH:33][C:32]([CH2:41][C:39]([OH:45])=[O:40])=[C:31]([F:37])[CH:30]=2)[CH2:19][CH2:18]1)=[O:21])[C:24]1[CH:25]=[CH:26][CH:27]=[CH:28][CH:29]=1, predict the reactants needed to synthesize it. (8) Given the product [OH:6][C:5]1[C:7]2([CH2:8][CH2:9][N:10]([O:13][CH3:14])[CH2:11][CH2:12]2)[S:15][C:3](=[O:2])[C:4]=1[C:25]1[C:30]([CH3:31])=[CH:29][C:28]([CH3:32])=[CH:27][C:26]=1[CH3:33], predict the reactants needed to synthesize it. The reactants are: C[O:2][C:3](=O)[CH:4]([C:25]1[C:30]([CH3:31])=[CH:29][C:28]([CH3:32])=[CH:27][C:26]=1[CH3:33])[C:5]([C:7]1([S:15]CC2C=CC(OC)=CC=2)[CH2:12][CH2:11][N:10]([O:13][CH3:14])[CH2:9][CH2:8]1)=[O:6].[OH-].[Na+]. (9) Given the product [C:1]([O:5][C:6]([N:8]1[CH2:12][C@@H:11]([N:13]2[CH2:14][CH2:15][N:16]([C:19]3[C:24]([Cl:25])=[CH:23][C:22]([C:26]([OH:28])=[O:27])=[CH:21][N:20]=3)[CH2:17][CH2:18]2)[CH2:10][C@H:9]1[C:31]([N:33]1[CH2:37][CH2:36][S:35][CH2:34]1)=[O:32])=[O:7])([CH3:4])([CH3:2])[CH3:3], predict the reactants needed to synthesize it. The reactants are: [C:1]([O:5][C:6]([N:8]1[CH2:12][C@@H:11]([N:13]2[CH2:18][CH2:17][N:16]([C:19]3[C:24]([Cl:25])=[CH:23][C:22]([C:26]([O:28]CC)=[O:27])=[CH:21][N:20]=3)[CH2:15][CH2:14]2)[CH2:10][C@H:9]1[C:31]([N:33]1[CH2:37][CH2:36][S:35][CH2:34]1)=[O:32])=[O:7])([CH3:4])([CH3:3])[CH3:2].Cl.Cl.Cl.ClC1C(N2CCN([C@@H]3CN[C@H](C(N4CCSC4)=O)C3)CC2)=NC=C(C(OCC)=O)C=1.[OH-].[Li+]. (10) Given the product [OH:17][CH:14]1[CH2:15][CH2:16][N:11]([C:2]2[CH:10]=[CH:9][C:5]([C:6]([NH2:8])=[O:7])=[CH:4][N:3]=2)[CH2:12][CH2:13]1, predict the reactants needed to synthesize it. The reactants are: Cl[C:2]1[CH:10]=[CH:9][C:5]([C:6]([NH2:8])=[O:7])=[CH:4][N:3]=1.[NH:11]1[CH2:16][CH2:15][CH:14]([OH:17])[CH2:13][CH2:12]1.